Dataset: Peptide-MHC class I binding affinity with 185,985 pairs from IEDB/IMGT. Task: Regression. Given a peptide amino acid sequence and an MHC pseudo amino acid sequence, predict their binding affinity value. This is MHC class I binding data. (1) The peptide sequence is AALDGTFQR. The MHC is HLA-A68:01 with pseudo-sequence HLA-A68:01. The binding affinity (normalized) is 0.938. (2) The peptide sequence is GTGTHPTTA. The MHC is HLA-B27:05 with pseudo-sequence HLA-B27:05. The binding affinity (normalized) is 0.0847. (3) The peptide sequence is AGVFVPRSF. The MHC is Mamu-B52 with pseudo-sequence Mamu-B52. The binding affinity (normalized) is 0.839. (4) The MHC is Mamu-A01 with pseudo-sequence Mamu-A01. The peptide sequence is ITPQLKNLL. The binding affinity (normalized) is 1.00. (5) The peptide sequence is YPKFHRSAM. The MHC is HLA-C14:02 with pseudo-sequence HLA-C14:02. The binding affinity (normalized) is 0.695. (6) The peptide sequence is RVRSLAKSL. The MHC is HLA-B07:02 with pseudo-sequence HLA-B07:02. The binding affinity (normalized) is 0.655. (7) The peptide sequence is DTGCRIDGY. The MHC is HLA-A01:01 with pseudo-sequence HLA-A01:01. The binding affinity (normalized) is 0.381.